This data is from Forward reaction prediction with 1.9M reactions from USPTO patents (1976-2016). The task is: Predict the product of the given reaction. (1) Given the reactants [OH:1][CH2:2][CH2:3][N:4]1[CH:8]=[CH:7][N:6]=[CH:5]1.[H-].[Na+].F[C:12]1[CH:17]=[CH:16][C:15]([N+:18]([O-:20])=[O:19])=[CH:14][CH:13]=1.O, predict the reaction product. The product is: [N+:18]([C:15]1[CH:16]=[CH:17][C:12]([O:1][CH2:2][CH2:3][N:4]2[CH:8]=[CH:7][N:6]=[CH:5]2)=[CH:13][CH:14]=1)([O-:20])=[O:19]. (2) Given the reactants [OH:1][C:2]1[CH:9]=[C:8]([O:10][CH3:11])[CH:7]=[CH:6][C:3]=1[CH:4]=O.[H+].[B-](F)(F)(F)F.[N+](=C[C:21]([O:23][CH2:24][CH3:25])=[O:22])=[N-].[CH2:26](Cl)Cl, predict the reaction product. The product is: [CH2:24]([O:23][C:21]([C:4]1[C:3]2[CH:6]=[CH:7][C:8]([O:10][CH3:11])=[CH:9][C:2]=2[O:1][CH:26]=1)=[O:22])[CH3:25]. (3) Given the reactants [C:1]([O:4][C:5]1[CH:15]=[CH:14][CH:13]=[CH:12][C:6]=1[C:7]([O:9][CH2:10]Cl)=[O:8])(=[O:3])[CH3:2].[N+:16]([O:19][CH:20]([CH2:32][O:33][N+:34]([O-:36])=[O:35])[CH2:21][S:22][C:23]1[CH:31]=[CH:30][C:26]([C:27]([OH:29])=[O:28])=[CH:25][CH:24]=1)([O-:18])=[O:17].CCN(CC)CC, predict the reaction product. The product is: [C:1]([O:4][C:5]1[CH:15]=[CH:14][CH:13]=[CH:12][C:6]=1[C:7]([O:9][CH2:10][O:29][C:27](=[O:28])[C:26]1[CH:25]=[CH:24][C:23]([S:22][CH2:21][CH:20]([O:19][N+:16]([O-:18])=[O:17])[CH2:32][O:33][N+:34]([O-:36])=[O:35])=[CH:31][CH:30]=1)=[O:8])(=[O:3])[CH3:2]. (4) Given the reactants [Cl:1][C:2]1[C:3]([O:29][C:30]2[CH:35]=[CH:34][C:33]([C:36]3[CH:41]=[CH:40][CH:39]=[CH:38][C:37]=3[C:42]([F:45])([F:44])[F:43])=[CH:32][C:31]=2[C:46](=O)/[CH:47]=[CH:48]/N(C)C)=[CH:4][C:5]([F:28])=[C:6]([S:8]([N:11]([CH2:17][C:18]2[CH:23]=[CH:22][C:21]([O:24][CH3:25])=[CH:20][C:19]=2[O:26][CH3:27])[C:12]2[S:13][CH:14]=[N:15][N:16]=2)(=[O:10])=[O:9])[CH:7]=1.[NH:53]([CH:55]1[CH2:58][N:57]([C:59]([O:61][C:62]([CH3:65])([CH3:64])[CH3:63])=[O:60])[CH2:56]1)[NH2:54].C(=O)([O-])O.[Na+], predict the reaction product. The product is: [Cl:1][C:2]1[CH:7]=[C:6]([S:8]([N:11]([CH2:17][C:18]2[CH:23]=[CH:22][C:21]([O:24][CH3:25])=[CH:20][C:19]=2[O:26][CH3:27])[C:12]2[S:13][CH:14]=[N:15][N:16]=2)(=[O:9])=[O:10])[C:5]([F:28])=[CH:4][C:3]=1[O:29][C:30]1[CH:35]=[CH:34][C:33]([C:36]2[CH:41]=[CH:40][CH:39]=[CH:38][C:37]=2[C:42]([F:43])([F:44])[F:45])=[CH:32][C:31]=1[C:46]1[N:53]([CH:55]2[CH2:56][N:57]([C:59]([O:61][C:62]([CH3:65])([CH3:64])[CH3:63])=[O:60])[CH2:58]2)[N:54]=[CH:48][CH:47]=1.